Predict the product of the given reaction. From a dataset of Forward reaction prediction with 1.9M reactions from USPTO patents (1976-2016). (1) The product is: [CH2:8]([C:5]1[CH:6]=[CH:7][C:2]([C:20]2[CH:21]=[C:22]3[C:27](=[CH:28][CH:29]=2)[CH:26]=[C:25]([OH:30])[CH:24]=[CH:23]3)=[CH:3][CH:4]=1)[CH2:9][CH3:10]. Given the reactants Br[C:2]1[CH:7]=[CH:6][C:5]([CH2:8][CH2:9][CH3:10])=[CH:4][CH:3]=1.B(OC)(OC)OC.Cl.Br[C:20]1[CH:21]=[C:22]2[C:27](=[CH:28][CH:29]=1)[CH:26]=[C:25]([OH:30])[CH:24]=[CH:23]2.C(=O)([O-])[O-].[K+].[K+], predict the reaction product. (2) Given the reactants [C:1]([NH:8][CH2:9][CH2:10][C:11]([OH:13])=O)([O:3][C:4]([CH3:7])([CH3:6])[CH3:5])=[O:2].CN([P+](ON1N=[N:32][C:27]2C=CC=CC1=2)(N(C)C)N(C)C)C.F[P-](F)(F)(F)(F)F.CN1CC[O:45][CH2:44]C1, predict the reaction product. The product is: [C:4]([O:3][C:1](=[O:2])[NH:8][CH2:9][CH2:10][C:11](=[O:13])[NH:32][CH2:27][O:45][CH3:44])([CH3:5])([CH3:6])[CH3:7]. (3) Given the reactants C(OC([NH:11][C:12]1[C:13]([C:25]([NH:27][C:28]2[CH:29]=[N:30][CH:31]=[CH:32][C:33]=2[N:34]2[CH2:39][CH2:38][CH2:37][C@H:36]([NH:40]C(=O)OCC3C=CC=CC=3)[CH2:35]2)=[O:26])=[N:14][C:15]2[C:20]([CH:21]=1)=[CH:19][C:18]([F:22])=[C:17]([CH:23]=[CH2:24])[CH:16]=2)=O)C1C=CC=CC=1, predict the reaction product. The product is: [NH2:11][C:12]1[C:13]([C:25]([NH:27][C:28]2[CH:29]=[N:30][CH:31]=[CH:32][C:33]=2[N:34]2[CH2:39][CH2:38][CH2:37][C@H:36]([NH2:40])[CH2:35]2)=[O:26])=[N:14][C:15]2[C:20]([CH:21]=1)=[CH:19][C:18]([F:22])=[C:17]([CH2:23][CH3:24])[CH:16]=2. (4) The product is: [CH3:1][C:2]1[C:7]([CH3:8])=[CH:6][C:5]([C:9]2[CH:14]=[CH:13][CH:12]=[CH:11][CH:10]=2)=[CH:4][C:3]=1[CH2:15][NH:16][C:17]1[C:18]([F:32])=[C:19]([CH:28]=[CH:29][C:30]=1[F:31])[O:20][CH2:21][C:22]([OH:24])=[O:23]. Given the reactants [CH3:1][C:2]1[C:7]([CH3:8])=[CH:6][C:5]([C:9]2[CH:14]=[CH:13][CH:12]=[CH:11][CH:10]=2)=[CH:4][C:3]=1[CH2:15][NH:16][C:17]1[C:18]([F:32])=[C:19]([CH:28]=[CH:29][C:30]=1[F:31])[O:20][CH2:21][C:22]([O:24]C(C)C)=[O:23].[Li+].[OH-].O, predict the reaction product. (5) The product is: [CH3:38][N:39]([CH3:40])[C:1]([CH2:4][N:5]([C:10]1[CH:15]=[CH:14][C:13]([NH:16]/[C:17](=[C:24]2\[C:25](=[O:36])[NH:26][C:27]3[C:32]\2=[CH:31][C:30]([N+:33]([O-:35])=[O:34])=[CH:29][CH:28]=3)/[C:18]2[CH:19]=[CH:20][CH:21]=[CH:22][CH:23]=2)=[CH:12][CH:11]=1)[S:6]([CH3:9])(=[O:8])=[O:7])=[O:3]. Given the reactants [C:1]([CH2:4][N:5]([C:10]1[CH:15]=[CH:14][C:13]([NH:16]/[C:17](=[C:24]2\[C:25](=[O:36])[NH:26][C:27]3[C:32]\2=[CH:31][C:30]([N+:33]([O-:35])=[O:34])=[CH:29][CH:28]=3)/[C:18]2[CH:23]=[CH:22][CH:21]=[CH:20][CH:19]=2)=[CH:12][CH:11]=1)[S:6]([CH3:9])(=[O:8])=[O:7])([OH:3])=O.[Cl-].[CH3:38][NH2+:39][CH3:40].C1C=CC2N(O)N=NC=2C=1.CN(C(ON1N=NC2C=CC=CC1=2)=[N+](C)C)C.[B-](F)(F)(F)F.C(N(C(C)C)C(C)C)C, predict the reaction product.